From a dataset of Full USPTO retrosynthesis dataset with 1.9M reactions from patents (1976-2016). Predict the reactants needed to synthesize the given product. (1) Given the product [CH2:21]([O:20][C@H:6]1[C@H:5]2[CH2:4][NH:1][C@@H:7]1[CH:8]([O:11]2)[O:9][CH3:10])[CH3:22], predict the reactants needed to synthesize it. The reactants are: [N:1]([CH2:4][C@H:5]1[O:11][CH:8]([O:9][CH3:10])[C@H:7](OS(C(F)(F)F)(=O)=O)[C@H:6]1[O:20][CH2:21][CH3:22])=[N+]=[N-]. (2) Given the product [F:43][C:2]([F:1])([C:34]1[CH:39]=[CH:38][CH:37]=[C:36]([N+:40]([O-:42])=[O:41])[CH:35]=1)[C:3]1[C:4]2[CH:25]=[CH:24][N:23]([CH2:26][O:27][CH2:28][CH2:29][Si:30]([CH3:33])([CH3:32])[CH3:31])[C:5]=2[N:6]=[C:7]([NH:9][C:10]2[CH:11]=[CH:12][C:13]([N:16]3[CH2:17][CH2:18][N:19]([CH3:22])[CH2:20][CH2:21]3)=[C:14]([F:72])[CH:15]=2)[N:8]=1, predict the reactants needed to synthesize it. The reactants are: [F:1][C:2]([F:43])([C:34]1[CH:39]=[CH:38][CH:37]=[C:36]([N+:40]([O-:42])=[O:41])[CH:35]=1)[C:3]1[C:4]2[CH:25]=[CH:24][N:23]([CH2:26][O:27][CH2:28][CH2:29][Si:30]([CH3:33])([CH3:32])[CH3:31])[C:5]=2[N:6]=[C:7]([NH:9][C:10]2[CH:15]=[CH:14][C:13]([N:16]3[CH2:21][CH2:20][N:19]([CH3:22])[CH2:18][CH2:17]3)=[CH:12][CH:11]=2)[N:8]=1.ClC1N=C(C(F)([F:72])C2C=CC=C([N+]([O-])=O)C=2)C2C=CN(COCC[Si](C)(C)C)C=2N=1.FC1C=C(C=CC=1N1CCN(C)CC1)N. (3) Given the product [CH3:26][N:23]1[C:24]2[CH:25]=[C:17]([N:12]3[CH:13]=[CH:14][C:9]([O:8][CH2:7][C:2]4[N:3]=[CH:4][CH:5]=[CH:6][N:1]=4)=[CH:10][C:11]3=[O:15])[CH:18]=[CH:19][C:20]=2[C:21]2[CH2:30][N:29]([C:31]([O:33][C:34]([CH3:37])([CH3:36])[CH3:35])=[O:32])[CH2:28][CH2:27][C:22]1=2, predict the reactants needed to synthesize it. The reactants are: [N:1]1[CH:6]=[CH:5][CH:4]=[N:3][C:2]=1[CH2:7][O:8][C:9]1[CH:14]=[CH:13][NH:12][C:11](=[O:15])[CH:10]=1.Br[C:17]1[CH:18]=[CH:19][C:20]2[C:21]3[CH2:30][N:29]([C:31]([O:33][C:34]([CH3:37])([CH3:36])[CH3:35])=[O:32])[CH2:28][CH2:27][C:22]=3[N:23]([CH3:26])[C:24]=2[CH:25]=1.OC1C=CC=C2C=1N=CC=C2.C([O-])([O-])=O.[Cs+].[Cs+]. (4) Given the product [CH:1]1([C:7]2[C:15]3[C:10](=[CH:11][C:12]([C:16]([OH:18])=[O:17])=[CH:13][CH:14]=3)[NH:9][CH:8]=2)[CH2:2][CH2:3][CH2:4][CH2:5][CH2:6]1, predict the reactants needed to synthesize it. The reactants are: [C:1]1([C:7]2[C:15]3[C:10](=[CH:11][C:12]([C:16]([OH:18])=[O:17])=[CH:13][CH:14]=3)[NH:9][CH:8]=2)[CH2:6][CH2:5][CH2:4][CH2:3][CH:2]=1.CO. (5) Given the product [Cl:15][C:16]1[N:10]=[C:24]([CH:25]2[CH2:5][CH2:4][CH2:3][CH2:2][CH2:1]2)[C:23]2[C:18](=[CH:19][CH:20]=[CH:21][CH:22]=2)[N:17]=1, predict the reactants needed to synthesize it. The reactants are: [CH:1]1([Mg]Br)C[CH2:5][CH2:4][CH2:3][CH2:2]1.C[N:10]1CCCC1.[Cl:15][C:16]1[CH:25]=[C:24](Cl)[C:23]2[C:18](=[CH:19][CH:20]=[CH:21][CH:22]=2)[N:17]=1.O. (6) Given the product [CH3:1][C:2]1[N:7]=[C:6]2[S:8][C:9]3[CH2:14][CH2:13][CH2:12][CH2:11][C:10]=3[C:5]2=[C:4]([C:15]2[CH:20]=[CH:19][C:18]([CH3:21])=[CH:17][CH:16]=2)[C:3]=1[CH2:22][P:26](=[O:29])([O:27][CH3:28])[O:25][CH3:24], predict the reactants needed to synthesize it. The reactants are: [CH3:1][C:2]1[N:7]=[C:6]2[S:8][C:9]3[CH2:14][CH2:13][CH2:12][CH2:11][C:10]=3[C:5]2=[C:4]([C:15]2[CH:20]=[CH:19][C:18]([CH3:21])=[CH:17][CH:16]=2)[C:3]=1[CH2:22]Br.[CH3:24][O:25][P:26]([O:29]C)[O:27][CH3:28]. (7) Given the product [Cl:1][C:2]1[CH:11]=[CH:10][C:5]([CH2:6][OH:7])=[CH:4][C:3]=1[O:12][CH2:13][C:14]1[CH:15]=[CH:16][CH:17]=[CH:18][CH:19]=1, predict the reactants needed to synthesize it. The reactants are: [Cl:1][C:2]1[CH:11]=[CH:10][C:5]([C:6](OC)=[O:7])=[CH:4][C:3]=1[O:12][CH2:13][C:14]1[CH:19]=[CH:18][CH:17]=[CH:16][CH:15]=1.[H-].[Al+3].[Li+].[H-].[H-].[H-].